Task: Predict the product of the given reaction.. Dataset: Forward reaction prediction with 1.9M reactions from USPTO patents (1976-2016) (1) The product is: [Cl:8][C:5]1[CH:6]=[CH:7][C:2]([N:16]2[CH2:17][CH2:18][CH:14]([OH:13])[CH2:15]2)=[CH:3][C:4]=1[C:9]([F:12])([F:11])[F:10]. Given the reactants Br[C:2]1[CH:7]=[CH:6][C:5]([Cl:8])=[C:4]([C:9]([F:12])([F:11])[F:10])[CH:3]=1.[OH:13][CH:14]1[CH2:18][CH2:17][NH:16][CH2:15]1, predict the reaction product. (2) Given the reactants [H-].[Na+].[NH:3]1[C:11]2[C:6](=[CH:7][C:8]([O:12][C:13]3[CH:18]=[CH:17][N:16]=[C:15]([NH2:19])[CH:14]=3)=[CH:9][CH:10]=2)[CH:5]=[CH:4]1.[CH2:20]([NH:22][C:23](=O)[O:24]C1C=CC=CC=1)[CH3:21], predict the reaction product. The product is: [CH2:20]([NH:22][C:23]([N:3]1[C:11]2[C:6](=[CH:7][C:8]([O:12][C:13]3[CH:18]=[CH:17][N:16]=[C:15]([NH2:19])[CH:14]=3)=[CH:9][CH:10]=2)[CH:5]=[CH:4]1)=[O:24])[CH3:21]. (3) Given the reactants [CH2:1]([N:8]=[C:9]=[S:10])[C:2]1[CH:7]=[CH:6][CH:5]=[CH:4][CH:3]=1.[O:11]1[C:15]2[CH:16]=[CH:17][C:18]([C@@H:20]3[C:32]4[NH:31][C:30]5[C:25](=[CH:26][CH:27]=[CH:28][CH:29]=5)[C:24]=4[CH2:23][CH2:22][NH:21]3)=[CH:19][C:14]=2[O:13][CH2:12]1.[K+].[Br-], predict the reaction product. The product is: [CH2:1]([NH:8][C:9]([N:21]1[CH2:22][CH2:23][C:24]2[C:25]3[C:30](=[CH:29][CH:28]=[CH:27][CH:26]=3)[NH:31][C:32]=2[C@H:20]1[C:18]1[CH:17]=[CH:16][C:15]2[O:11][CH2:12][O:13][C:14]=2[CH:19]=1)=[S:10])[C:2]1[CH:7]=[CH:6][CH:5]=[CH:4][CH:3]=1. (4) Given the reactants Br[C:2]1[CH:7]=[C:6]([O:8][CH2:9][CH2:10][O:11][CH3:12])[CH:5]=[CH:4][C:3]=1[O:13][CH3:14].B(OC(C)C)(OC(C)C)OC(C)C.C([Li])CCC.B(O)O.[N:36]1[CH:41]=[CH:40][CH:39]=[C:38]([NH:42][C:43]([N:45]2[CH2:48][CH:47]([O:49][C:50]3[CH:55]=[CH:54][C:53](I)=[CH:52][N:51]=3)[CH2:46]2)=[O:44])[N:37]=1.C(=O)(O)[O-].[Na+], predict the reaction product. The product is: [N:36]1[CH:41]=[CH:40][CH:39]=[C:38]([NH:42][C:43]([N:45]2[CH2:46][CH:47]([O:49][C:50]3[CH:55]=[CH:54][C:53]([C:2]4[CH:7]=[C:6]([O:8][CH2:9][CH2:10][O:11][CH3:12])[CH:5]=[CH:4][C:3]=4[O:13][CH3:14])=[CH:52][N:51]=3)[CH2:48]2)=[O:44])[N:37]=1. (5) Given the reactants [C:1]1([C:7]2[CH:14]=[CH:13][CH:12]=[C:9]([CH:10]=O)[C:8]=2[OH:15])[CH:6]=[CH:5][CH:4]=[CH:3][CH:2]=1.[I:16][C:17]1[CH:23]=[CH:22][C:20]([NH2:21])=[CH:19][CH:18]=1.C1(C)C=CC(S(O)(=O)=O)=CC=1.C(=O)([O-])O.[Na+], predict the reaction product. The product is: [C:1]1([C:7]2[CH:14]=[CH:13][CH:12]=[C:9]([CH:10]=[N:21][C:20]3[CH:22]=[CH:23][C:17]([I:16])=[CH:18][CH:19]=3)[C:8]=2[OH:15])[CH:6]=[CH:5][CH:4]=[CH:3][CH:2]=1. (6) Given the reactants [CH2:1]([O:3][C:4](=[O:20])[C:5]([O:8][C:9]1[CH:14]=[CH:13][C:12]([S:15][C:16](=O)[CH3:17])=[CH:11][C:10]=1[CH3:19])([CH3:7])[CH3:6])[CH3:2].[F:21][C:22]([F:41])([F:40])[O:23][C:24]1[CH:25]=[C:26]([C:30]#[C:31][CH2:32]CCOS(C)(=O)=O)[CH:27]=[CH:28][CH:29]=1, predict the reaction product. The product is: [CH2:1]([O:3][C:4](=[O:20])[C:5]([CH3:7])([O:8][C:9]1[CH:14]=[CH:13][C:12]([S:15][CH2:16][CH2:17][CH2:32][C:31]#[C:30][C:26]2[CH:27]=[CH:28][CH:29]=[C:24]([O:23][C:22]([F:21])([F:40])[F:41])[CH:25]=2)=[CH:11][C:10]=1[CH3:19])[CH3:6])[CH3:2]. (7) Given the reactants [Cl:1][C:2]1[CH:7]=[CH:6][C:5]([NH:8][C:9](=[O:17])[CH:10]([CH3:16])[C:11]([O:13]CC)=[O:12])=[CH:4][C:3]=1[F:18], predict the reaction product. The product is: [Cl:1][C:2]1[CH:7]=[CH:6][C:5]([NH:8][C:9](=[O:17])[CH:10]([CH3:16])[C:11]([OH:13])=[O:12])=[CH:4][C:3]=1[F:18].